From a dataset of Experimentally validated miRNA-target interactions with 360,000+ pairs, plus equal number of negative samples. Binary Classification. Given a miRNA mature sequence and a target amino acid sequence, predict their likelihood of interaction. (1) The miRNA is mmu-miR-804 with sequence UGUGAGUUGUUCCUCACCUGGA. Result: 1 (interaction). The protein sequence of the target gene is MALRWGIVSAGLIANDFTTVLSSLPSSEHQVVAVAARDLNRAEEFAQKFNIPKAYGSYEELAKDPNVEVAYIATQHPQHKPAVLLCLAAGKAVLCEKPMGVNAAEVREMVAKARSQGVFLMEAIWSRFFPAMEALREVLVQGTIGDLRVARAEFGFDLSHIPRATDWNQAGGGLLDLGIYCVQFLSMIFGAQKPEKISAVGRIHETGVDDTVSVLLQYPGGVHGSFTCSISSNLPNTAYVSGTKGMAQIQKLWAPTELVVNGERKEFPPPVLGKDYNFVNGSCMLYEANHVRECLRKGLK.... (2) The miRNA is hsa-miR-6891-3p with sequence CCCUCAUCUUCCCCUCCUUUC. Result: 1 (interaction). The protein sequence of the target gene is MKLSVNEAQLGFYLGSLSHLSACPGIDPRSSEDQPESLKTGQMMDESDEDFKELCASFFQRVKKHGIKEVSGERKTQKAASNGTQIRSKLKRTKQTATKTKTLQGPAEKKPPSGSQAPRTKKQRVTKWQASEPAHSVNGEGGVLASAPDPPVLRETAQNTQTGNQQEPSPNLSREKTRENVPNSDSQPPPSCLTTAVPSPSKPRTAQLVLQRMQQFKRADPERLRHASEECSLEAAREENVPKDPQEEMMAGNVYGLGPPAPESDAAVALTLQQEFARVGASAHDDSLEEKGLFFCQICQ.... (3) The miRNA is hsa-miR-550a-3p with sequence UGUCUUACUCCCUCAGGCACAU. The protein sequence of the target gene is MGSWLSEVQWLFLVSLFVAALGTVGLYLAQWALAKARPPPRRRAEPDELRRRESDTLLSWILTRDSWGNQWQAAWVTALNYEAEKRGGPLRLSFQKDPRPQSLQLTVEKVSSVVKSTQEKVVICHVVGETLQFLVSAGPASATGSECQLYDVHLSPFHLKVEFHMEEKREDIQIRWSFTHVPETAIKIQPQAPGEKQALGVNMLSEALEDLFKHLVNAASPSVFLSTKPTQVKEAQSLQCPSSTAQEPCPPKPPRAHELKLQVKNIRVSLINHPGASGLSHVCVAQLNDPEQRFISTLVR.... Result: 0 (no interaction). (4) The miRNA is mmu-miR-3097-3p with sequence CUCAGACCUUUCUACCUGUCAG. The protein sequence of the target gene is MAGWWPALSRAARRHPWPTNVLLYGSLVSAGDALQQRLQGREANWRQTRRVATLVVTFHANFNYVWLRLLERALPGRAPHALLAKLLCDQVVGAPIAVSAFYVGMSILQGKDDIFLDLKQKFWNTYLSGLMYWPFVQLTNFSLVPVQWRTAYAGVCGFLWATFICFSQQSGDGTFKSAFTILYTKGTSATEGYPKK. Result: 0 (no interaction).